This data is from Catalyst prediction with 721,799 reactions and 888 catalyst types from USPTO. The task is: Predict which catalyst facilitates the given reaction. (1) Reactant: [NH:1]1[C:9]2[C:4](=[CH:5][CH:6]=[CH:7][CH:8]=2)[CH:3]=[C:2]1[C:10](=[O:14])[C:11](Cl)=[O:12].C[NH:16]C.C1COCC1. Product: [NH:1]1[C:9]2[C:4](=[CH:5][CH:6]=[CH:7][CH:8]=2)[CH:3]=[C:2]1[C:10](=[O:14])[C:11]([NH2:16])=[O:12]. The catalyst class is: 2. (2) Reactant: [CH3:1][O:2][C:3]([C:5]1[CH:10]([C:11]2[CH:16]=[CH:15][C:14]([C:17]#[N:18])=[CH:13][CH:12]=2)[N:9]2[C:19](=[O:26])[N:20]([CH2:22][C:23](O)=[O:24])[N:21]=[C:8]2[N:7]([C:27]2[CH:32]=[CH:31][CH:30]=[C:29]([C:33]([F:36])([F:35])[F:34])[CH:28]=2)[C:6]=1[CH3:37])=[O:4].[CH:38]([N:41]([CH:44]([CH3:46])C)[CH2:42]C)(C)C.CN(C(ON1N=NC2C=[CH:59][CH:60]=[N:61][C:56]1=2)=[N+](C)C)C.F[P-](F)(F)(F)(F)F. Product: [CH3:1][O:2][C:3]([C:5]1[CH:10]([C:11]2[CH:16]=[CH:15][C:14]([C:17]#[N:18])=[CH:13][CH:12]=2)[N:9]2[C:19](=[O:26])[N:20]([CH2:22][C:23](=[O:24])[N:61]([CH2:60][CH2:59][CH2:46][CH2:44][N:41]([CH3:38])[CH3:42])[CH3:56])[N:21]=[C:8]2[N:7]([C:27]2[CH:32]=[CH:31][CH:30]=[C:29]([C:33]([F:34])([F:36])[F:35])[CH:28]=2)[C:6]=1[CH3:37])=[O:4]. The catalyst class is: 3. (3) Reactant: [O:1]1[CH:5]=[CH:4][CH:3]=[C:2]1[C:6]1[C:11]([I:12])=[C:10](S(C)=O)[N:9]=[C:8]([NH2:16])[N:7]=1.[CH2:17]([NH2:19])[CH3:18]. Product: [CH2:17]([NH:19][C:10]1[C:11]([I:12])=[C:6]([C:2]2[O:1][CH:5]=[CH:4][CH:3]=2)[N:7]=[C:8]([NH2:16])[N:9]=1)[CH3:18]. The catalyst class is: 1. (4) Reactant: [OH-].[Na+].[CH3:3][O:4][C:5]1[C:6]([CH3:21])=[CH:7][C:8]([C:15]2[N:20]=[CH:19][CH:18]=[CH:17][N:16]=2)=[C:9]([CH:14]=1)[C:10]([O:12]C)=[O:11].Cl. Product: [CH3:3][O:4][C:5]1[C:6]([CH3:21])=[CH:7][C:8]([C:15]2[N:16]=[CH:17][CH:18]=[CH:19][N:20]=2)=[C:9]([CH:14]=1)[C:10]([OH:12])=[O:11]. The catalyst class is: 92.